From a dataset of Reaction yield outcomes from USPTO patents with 853,638 reactions. Predict the reaction yield, written as a fraction of the theoretical maximum amount of product (1.0 means a 100% yield; for example, 0.34 means a 34% yield). (1) The reactants are C([O:4][C@@H:5]([C:29]1[CH:34]=[CH:33][C:32]([C:35]([CH3:38])([CH3:37])[CH3:36])=[CH:31][CH:30]=1)[CH2:6][CH2:7][CH2:8][N:9]1[CH2:14][CH2:13][CH:12]([C:15]([OH:28])([C:22]2[CH:27]=[CH:26][CH:25]=[CH:24][CH:23]=2)[C:16]2[CH:21]=[CH:20][CH:19]=[CH:18][CH:17]=2)[CH2:11][CH2:10]1)(=O)C.[H-].[Al+3].[Li+].[H-].[H-].[H-]. The catalyst is C1COCC1. The product is [C:35]([C:32]1[CH:31]=[CH:30][C:29]([C@H:5]([OH:4])[CH2:6][CH2:7][CH2:8][N:9]2[CH2:14][CH2:13][CH:12]([C:15]([OH:28])([C:22]3[CH:27]=[CH:26][CH:25]=[CH:24][CH:23]=3)[C:16]3[CH:17]=[CH:18][CH:19]=[CH:20][CH:21]=3)[CH2:11][CH2:10]2)=[CH:34][CH:33]=1)([CH3:38])([CH3:36])[CH3:37]. The yield is 0.530. (2) The reactants are [OH-].[Na+].[C:3]([O:7][C:8]([NH:10][C:11]1[CH:16]=[CH:15][C:14]([CH2:17][CH2:18][O:19]S(C2C=CC(C)=CC=2)(=O)=O)=[CH:13][CH:12]=1)=[O:9])([CH3:6])([CH3:5])[CH3:4].C([O:32][C:33](=[O:47])[C:34]([O:44][CH2:45][CH3:46])([CH3:43])[CH2:35][C:36]1[CH:41]=[CH:40][C:39](O)=[CH:38][CH:37]=1)C.O. The catalyst is CS(C)=O.O1CCCC1. The product is [C:3]([O:7][C:8]([NH:10][C:11]1[CH:12]=[CH:13][C:14]([CH2:17][CH2:18][O:19][C:39]2[CH:38]=[CH:37][C:36]([CH2:35][C:34]([O:44][CH2:45][CH3:46])([CH3:43])[C:33]([OH:47])=[O:32])=[CH:41][CH:40]=2)=[CH:15][CH:16]=1)=[O:9])([CH3:4])([CH3:5])[CH3:6]. The yield is 0.171. (3) The reactants are [Cl-].[C:2]([C:4]1([C:10]([O:12][CH3:13])=[O:11])[CH2:9][CH2:8][NH2+:7][CH2:6][CH2:5]1)#[N:3].C(N(CC)CC)C.[F:21][CH:22]([F:35])[C:23]1[CH:27]=[C:26]([CH:28]([F:30])[F:29])[N:25]([CH2:31][C:32](Cl)=[O:33])[N:24]=1.O. The catalyst is ClCCl. The product is [F:35][CH:22]([F:21])[C:23]1[CH:27]=[C:26]([CH:28]([F:30])[F:29])[N:25]([CH2:31][C:32]([N:7]2[CH2:8][CH2:9][C:4]([C:2]#[N:3])([C:10]([O:12][CH3:13])=[O:11])[CH2:5][CH2:6]2)=[O:33])[N:24]=1. The yield is 0.410.